This data is from Peptide-MHC class II binding affinity with 134,281 pairs from IEDB. The task is: Regression. Given a peptide amino acid sequence and an MHC pseudo amino acid sequence, predict their binding affinity value. This is MHC class II binding data. (1) The peptide sequence is AAAAAYEAAFAATVP. The MHC is HLA-DPA10201-DPB10501 with pseudo-sequence HLA-DPA10201-DPB10501. The binding affinity (normalized) is 0.231. (2) The peptide sequence is FDHEFTFGWDELLSK. The MHC is HLA-DQA10501-DQB10301 with pseudo-sequence HLA-DQA10501-DQB10301. The binding affinity (normalized) is 0.188. (3) The peptide sequence is AQGKTLGVNMVRRGV. The MHC is H-2-IEd with pseudo-sequence H-2-IEd. The binding affinity (normalized) is 0.103. (4) The peptide sequence is QQGVTVDSIGML. The MHC is DRB1_0401 with pseudo-sequence DRB1_0401. The binding affinity (normalized) is 0.108. (5) The peptide sequence is AAGTEISLDLLDPIY. The MHC is HLA-DQA10102-DQB10602 with pseudo-sequence HLA-DQA10102-DQB10602. The binding affinity (normalized) is 0.155. (6) The peptide sequence is LLLTIGLSLVASVEL. The MHC is DRB1_0701 with pseudo-sequence DRB1_0701. The binding affinity (normalized) is 0.593.